Task: Predict the product of the given reaction.. Dataset: Forward reaction prediction with 1.9M reactions from USPTO patents (1976-2016) Given the reactants [CH2:1]([OH:4])[CH2:2]O.C1C=CC=CC=1.[CH3:11][C:12]1[CH:13]=[C:14]([CH:29]=[CH:30][CH:31]=1)[O:15][CH2:16][C:17]1[CH:22]=[CH:21][CH:20]=[CH:19][C:18]=1[C:23](=[N:26][O:27][CH3:28])[C:24]#[N:25].NCCO, predict the reaction product. The product is: [CH3:28][O:27][N:26]=[C:23]([C:24]1[O:4][CH2:1][CH2:2][N:25]=1)[C:18]1[CH:19]=[CH:20][CH:21]=[CH:22][C:17]=1[CH2:16][O:15][C:14]1[CH:29]=[CH:30][CH:31]=[C:12]([CH3:11])[CH:13]=1.